The task is: Predict the reactants needed to synthesize the given product.. This data is from Full USPTO retrosynthesis dataset with 1.9M reactions from patents (1976-2016). (1) Given the product [C:17](=[O:18])([OH:20])[OH:19].[I:2][C:3]1[CH:4]=[C:5]([CH:11]=[CH:12][CH:13]=1)[CH2:6][NH:7][C:8]([NH2:10])=[NH:9], predict the reactants needed to synthesize it. The reactants are: Cl.[I:2][C:3]1[CH:4]=[C:5]([CH:11]=[CH:12][CH:13]=1)[CH2:6][NH:7][C:8]([NH2:10])=[NH:9].N#CN.[C:17]([O-:20])([OH:19])=[O:18].[Na+]. (2) Given the product [OH:19][C:17]1[CH:18]=[C:9]([C:39]2[S:43][C:42]([CH3:44])=[N:41][C:40]=2[CH2:45][O:46][CH3:47])[CH:10]=[C:11]2[C:16]=1[N:15]=[CH:14][NH:13][C:12]2=[O:36], predict the reactants needed to synthesize it. The reactants are: CC1(C)C(C)(C)OB([C:9]2[CH:10]=[C:11]3[C:16](=[C:17]([O:19]COCC[Si](C)(C)C)[CH:18]=2)[N:15]=[CH:14][N:13](COCC[Si](C)(C)C)[C:12]3=[O:36])O1.I[C:39]1[S:43][C:42]([CH3:44])=[N:41][C:40]=1[CH2:45][O:46][CH3:47].FC1C=C(I)C=C(F)C=1F.C(=O)([O-])[O-].[K+].[K+]. (3) Given the product [F:1][C:2]([F:42])([F:43])[C:3]1[CH:4]=[C:5]([C@H:13]([OH:17])[C@@H:14]([NH:15][CH2:19][C:20]2[CH:25]=[C:24]([C:26]([F:27])([F:28])[F:29])[CH:23]=[CH:22][C:21]=2[C:30]2[CH:35]=[C:34]([CH:36]([CH3:37])[CH3:38])[CH:33]=[CH:32][C:31]=2[O:39][CH3:40])[CH3:41])[CH:6]=[C:7]([C:9]([F:10])([F:12])[F:11])[CH:8]=1, predict the reactants needed to synthesize it. The reactants are: [F:1][C:2]([F:43])([F:42])[C:3]1[CH:4]=[C:5]([C@@H:13]2[O:17]C(=O)[N:15]([CH2:19][C:20]3[CH:25]=[C:24]([C:26]([F:29])([F:28])[F:27])[CH:23]=[CH:22][C:21]=3[C:30]3[CH:35]=[C:34]([CH:36]([CH3:38])[CH3:37])[CH:33]=[CH:32][C:31]=3[O:39][CH3:40])[C@H:14]2[CH3:41])[CH:6]=[C:7]([C:9]([F:12])([F:11])[F:10])[CH:8]=1.O.[OH-].[K+].CCOC(C)=O. (4) Given the product [CH2:1]([O:8][C:9]1([C:13]2[S:14][C:15]([Sn:19]([CH3:21])([CH3:20])[CH3:18])=[CH:16][N:17]=2)[CH2:10][CH2:11][CH2:12]1)[C:2]1[CH:3]=[CH:4][CH:5]=[CH:6][CH:7]=1, predict the reactants needed to synthesize it. The reactants are: [CH2:1]([O:8][C:9]1([C:13]2[S:14][CH:15]=[CH:16][N:17]=2)[CH2:12][CH2:11][CH2:10]1)[C:2]1[CH:7]=[CH:6][CH:5]=[CH:4][CH:3]=1.[CH3:18][Sn:19](Cl)([CH3:21])[CH3:20]. (5) Given the product [C:1]([O:5][C:6]([N:8]1[CH2:13][CH:12]([CH2:22][C:23]2[CH:28]=[CH:27][CH:26]=[CH:25][CH:24]=2)[C:11](=[O:14])[CH2:10][CH:9]1[CH2:15][CH3:16])=[O:7])([CH3:4])([CH3:3])[CH3:2], predict the reactants needed to synthesize it. The reactants are: [C:1]([O:5][C:6]([N:8]1[CH2:13][CH2:12][C:11](=[O:14])[CH2:10][CH:9]1[CH2:15][CH3:16])=[O:7])([CH3:4])([CH3:3])[CH3:2].N1CCCC1.[CH2:22](Br)[C:23]1[CH:28]=[CH:27][CH:26]=[CH:25][CH:24]=1.